From a dataset of Full USPTO retrosynthesis dataset with 1.9M reactions from patents (1976-2016). Predict the reactants needed to synthesize the given product. (1) Given the product [Cl:19][CH2:20][C:21]1[N:22]=[C:23]2[CH:28]=[CH:27][N:26]([CH2:29][CH:34]3[CH2:33][CH2:32]3)[C:25](=[O:36])[N:24]2[CH:37]=1, predict the reactants needed to synthesize it. The reactants are: NC1C=CN(CC2CC2)C(=O)N=1.ClCC(CCl)=O.[Cl:19][CH2:20][C:21]1[N:22]=[C:23]2[CH:28]=[CH:27][N:26]([C:29]3[CH:34]=[CH:33][C:32](F)=CC=3)[C:25](=[O:36])[N:24]2[CH:37]=1. (2) Given the product [CH2:16]([C:8]1[N:7]=[C:6]([C:4]([NH:18][NH2:19])=[O:3])[C:11]([O:12][CH3:13])=[CH:10][C:9]=1[O:14][CH3:15])[CH3:17], predict the reactants needed to synthesize it. The reactants are: C([O:3][C:4]([C:6]1[C:11]([O:12][CH3:13])=[CH:10][C:9]([O:14][CH3:15])=[C:8]([CH2:16][CH3:17])[N:7]=1)=O)C.[NH2:18][NH2:19]. (3) Given the product [OH:15][CH2:14][CH:13]([CH2:12][CH2:11][C:8]1[CH:7]=[CH:6][C:5]([C:3]([O:2][CH3:1])=[O:4])=[CH:10][CH:9]=1)[CH2:17][CH2:18][C:19]1[CH:20]=[CH:21][C:22]([C:25]([O:27][CH3:28])=[O:26])=[CH:23][CH:24]=1, predict the reactants needed to synthesize it. The reactants are: [CH3:1][O:2][C:3]([C:5]1[CH:10]=[CH:9][C:8]([CH2:11][CH2:12][CH:13]([CH2:17][CH2:18][C:19]2[CH:24]=[CH:23][C:22]([C:25]([O:27][CH3:28])=[O:26])=[CH:21][CH:20]=2)[C:14](O)=[O:15])=[CH:7][CH:6]=1)=[O:4].[Cl-].[NH4+].